Task: Predict the reaction yield, written as a fraction of the theoretical maximum amount of product (1.0 means a 100% yield; for example, 0.34 means a 34% yield).. Dataset: Reaction yield outcomes from USPTO patents with 853,638 reactions (1) The reactants are [C:1]1([CH3:7])[CH:6]=[CH:5][CH:4]=[CH:3][CH:2]=1.[CH2:8]([OH:10])[CH3:9].[C:11]1(B(O)O)[CH:16]=[CH:15][CH:14]=[CH:13][CH:12]=1.C(=O)([O-])[O-:21].[Na+].[Na+]. The catalyst is C(OCC)(=O)C.C1C=CC(P(C2C=CC=CC=2)[C-]2C=CC=C2)=CC=1.C1C=CC(P(C2C=CC=CC=2)[C-]2C=CC=C2)=CC=1.Cl[Pd]Cl.[Fe+2]. The product is [C:1]1([C:7]2[CH2:12][CH2:13][CH2:14][CH2:15][C:16]=2[C:11]([O:10][CH2:8][CH3:9])=[O:21])[CH:6]=[CH:5][CH:4]=[CH:3][CH:2]=1. The yield is 0.810. (2) The reactants are [CH2:1]([O:3][C:4](=[O:13])[C:5]1[CH:10]=[CH:9][CH:8]=[C:7]([NH:11][NH2:12])[CH:6]=1)[CH3:2].[F:14][C:15]([F:22])([F:21])[C:16](=O)[CH2:17][C:18]#[N:19].Cl. The catalyst is C(O)C. The product is [NH2:19][C:18]1[N:11]([C:7]2[CH:6]=[C:5]([CH:10]=[CH:9][CH:8]=2)[C:4]([O:3][CH2:1][CH3:2])=[O:13])[N:12]=[C:16]([C:15]([F:22])([F:21])[F:14])[CH:17]=1. The yield is 0.910. (3) The reactants are [Cl:1][C:2]1[C:7]2[N:8]=[C:9]([CH:14]3[CH2:19][CH2:18][CH2:17][CH2:16][CH2:15]3)[NH:10][S:11](=[O:13])(=[O:12])[C:6]=2[C:5](B(O)O)=[CH:4][CH:3]=1.Br[C:24]1[CH:29]=[CH:28][CH:27]=[CH:26][N:25]=1.C([O-])([O-])=O.[Na+].[Na+]. The catalyst is COCCOC.Cl[Pd](Cl)([P](C1C=CC=CC=1)(C1C=CC=CC=1)C1C=CC=CC=1)[P](C1C=CC=CC=1)(C1C=CC=CC=1)C1C=CC=CC=1. The product is [Cl:1][C:2]1[C:7]2[N:8]=[C:9]([CH:14]3[CH2:19][CH2:18][CH2:17][CH2:16][CH2:15]3)[NH:10][S:11](=[O:13])(=[O:12])[C:6]=2[C:5]([C:24]2[CH:29]=[CH:28][CH:27]=[CH:26][N:25]=2)=[CH:4][CH:3]=1. The yield is 0.580. (4) The reactants are Br[C:2]1[N:7]=[CH:6][C:5]([C:8]2[CH:9]=[N:10][C:11]([NH2:26])=[C:12]([O:14][CH:15]([C:17]3[C:22]([Cl:23])=[CH:21][CH:20]=[C:19]([F:24])[C:18]=3[Cl:25])[CH3:16])[CH:13]=2)=[CH:4][CH:3]=1.[N:27]1([CH:32]2[CH2:37][CH2:36][NH:35][CH2:34][CH2:33]2)[CH2:31][CH2:30][CH2:29][CH2:28]1. The catalyst is CN1CCCC1=O. The product is [Cl:25][C:18]1[C:19]([F:24])=[CH:20][CH:21]=[C:22]([Cl:23])[C:17]=1[CH:15]([O:14][C:12]1[CH:13]=[C:8]([C:5]2[CH:4]=[CH:3][C:2]([N:35]3[CH2:36][CH2:37][CH:32]([N:27]4[CH2:31][CH2:30][CH2:29][CH2:28]4)[CH2:33][CH2:34]3)=[N:7][CH:6]=2)[CH:9]=[N:10][C:11]=1[NH2:26])[CH3:16]. The yield is 0.500. (5) The reactants are [CH2:1]([O:8][C:9]1[C:10]([C:41]([O:43]C)=[O:42])=[N:11][C:12]([C:15]2[C:16]([N:35]([CH3:40])[S:36]([CH3:39])(=[O:38])=[O:37])=[CH:17][C:18]3[O:22][C:21]([C:23]4[CH:28]=[CH:27][C:26]([F:29])=[CH:25][CH:24]=4)=[C:20]([C:30](=[O:33])[NH:31][CH3:32])[C:19]=3[CH:34]=2)=[CH:13][CH:14]=1)[C:2]1[CH:7]=[CH:6][CH:5]=[CH:4][CH:3]=1.O[Li].O. The catalyst is O1CCOCC1.O. The product is [CH2:1]([O:8][C:9]1[C:10]([C:41]([OH:43])=[O:42])=[N:11][C:12]([C:15]2[C:16]([N:35]([CH3:40])[S:36]([CH3:39])(=[O:37])=[O:38])=[CH:17][C:18]3[O:22][C:21]([C:23]4[CH:24]=[CH:25][C:26]([F:29])=[CH:27][CH:28]=4)=[C:20]([C:30](=[O:33])[NH:31][CH3:32])[C:19]=3[CH:34]=2)=[CH:13][CH:14]=1)[C:2]1[CH:3]=[CH:4][CH:5]=[CH:6][CH:7]=1. The yield is 0.980.